Dataset: Full USPTO retrosynthesis dataset with 1.9M reactions from patents (1976-2016). Task: Predict the reactants needed to synthesize the given product. (1) Given the product [CH3:1][O:2][CH2:3][CH2:4][C:5]1[N:19]([CH2:20][CH2:21][CH2:22][CH2:23][NH:24][C:25](=[O:31])[O:26][C:27]([CH3:29])([CH3:28])[CH3:30])[C:18]2[C:17]3[CH:16]=[CH:15][CH:14]=[CH:13][C:12]=3[N:11]=[CH:10][C:9]=2[N:8]=1, predict the reactants needed to synthesize it. The reactants are: [CH3:1][O:2][CH2:3][CH2:4][C:5](Cl)=O.[NH2:8][C:9]1[CH:10]=[N:11][C:12]2[C:17]([C:18]=1[NH:19][CH2:20][CH2:21][CH2:22][CH2:23][NH:24][C:25](=[O:31])[O:26][C:27]([CH3:30])([CH3:29])[CH3:28])=[CH:16][CH:15]=[CH:14][CH:13]=2.Cl.N1C=CC=CC=1. (2) Given the product [CH3:53][C:8]([CH3:54])([CH3:7])[C:9]([O:11][CH2:12][N:13]1[C:21](=[O:22])[C:20]2[N:19]([C:23]3[CH:28]=[CH:27][CH:26]=[CH:25][C:24]=3[CH:29]=[CH2:1])[C:18]([N:31]3[CH2:36][CH2:35][N:34]([C:37]([O:39][C:40]([CH3:42])([CH3:43])[CH3:41])=[O:38])[CH2:33][CH2:32]3)=[N:17][C:16]=2[N:15]([CH2:44][O:45][C:46](=[O:51])[C:47]([CH3:49])([CH3:48])[CH3:50])[C:14]1=[O:52])=[O:10], predict the reactants needed to synthesize it. The reactants are: [CH3:1]C(C)([O-])C.[K+].[CH3:7][C:8]([CH3:54])([CH3:53])[C:9]([O:11][CH2:12][N:13]1[C:21](=[O:22])[C:20]2[N:19]([C:23]3[CH:28]=[CH:27][CH:26]=[CH:25][C:24]=3[CH:29]=O)[C:18]([N:31]3[CH2:36][CH2:35][N:34]([C:37]([O:39][C:40]([CH3:43])([CH3:42])[CH3:41])=[O:38])[CH2:33][CH2:32]3)=[N:17][C:16]=2[N:15]([CH2:44][O:45][C:46](=[O:51])[C:47]([CH3:50])([CH3:49])[CH3:48])[C:14]1=[O:52])=[O:10]. (3) Given the product [CH:1]1([CH:7]=[CH:8][C:9]2[NH:11][C:12]3[CH:17]=[CH:16][C:15]([C:18]4[C:19]([C:25]([F:28])([F:27])[F:26])=[CH:20][CH:21]=[CH:22][C:23]=4[F:24])=[CH:14][C:13]=3[N:29]=2)[CH2:6][CH2:5][CH2:4][CH2:3][CH2:2]1, predict the reactants needed to synthesize it. The reactants are: [CH:1]1([CH:7]=[CH:8][C:9]([NH:11][C:12]2[CH:17]=[CH:16][C:15]([C:18]3[C:23]([F:24])=[CH:22][CH:21]=[CH:20][C:19]=3[C:25]([F:28])([F:27])[F:26])=[CH:14][C:13]=2[N+:29]([O-])=O)=O)[CH2:6][CH2:5][CH2:4][CH2:3][CH2:2]1. (4) Given the product [O:31]=[S:2]1(=[O:1])[C:7]2[CH:8]=[CH:9][CH:10]=[CH:11][C:6]=2[NH:5][C:4]([C:12]2[C:13](=[O:30])[N:14]([NH:23][CH2:24][C:25]3[O:26][CH:27]=[CH:28][CH:29]=3)[C:15]3[C:20]([C:21]=2[OH:22])=[CH:19][CH:18]=[CH:17][CH:16]=3)=[N:3]1, predict the reactants needed to synthesize it. The reactants are: [O:1]=[S:2]1(=[O:31])[C:7]2[CH:8]=[CH:9][CH:10]=[CH:11][C:6]=2[NH:5][C:4]([C:12]2[C:13](=[O:30])[N:14]([N:23]=[CH:24][C:25]3[O:26][CH:27]=[CH:28][CH:29]=3)[C:15]3[C:20]([C:21]=2[OH:22])=[CH:19][CH:18]=[CH:17][CH:16]=3)=[N:3]1.CO.[BH4-].[Li+].Cl. (5) The reactants are: [S:1]1[C:5]2[CH:6]=[C:7]([OH:10])[CH:8]=[CH:9][C:4]=2[CH:3]=[CH:2]1.[Cl:11][C:12]1[CH:17]=[C:16]([N+:18]([O-:20])=[O:19])[CH:15]=[CH:14][C:13]=1F.C(=O)([O-])[O-].[K+].[K+].CN(C)C=O. Given the product [Cl:11][C:12]1[CH:17]=[C:16]([N+:18]([O-:20])=[O:19])[CH:15]=[CH:14][C:13]=1[O:10][C:7]1[CH:8]=[CH:9][C:4]2[CH:3]=[CH:2][S:1][C:5]=2[CH:6]=1, predict the reactants needed to synthesize it. (6) Given the product [N:1]1([C:6]2[CH:7]=[C:8]([S:12]([Cl:23])(=[O:14])=[O:13])[CH:9]=[CH:10][CH:11]=2)[CH2:5][CH2:4][CH2:3][CH2:2]1, predict the reactants needed to synthesize it. The reactants are: [N:1]1([C:6]2[CH:7]=[C:8]([S:12]([O-:14])=[O:13])[CH:9]=[CH:10][CH:11]=2)[CH2:5][CH2:4][CH2:3][CH2:2]1.[Li+].C1C(=O)N([Cl:23])C(=O)C1.CCOC(C)=O. (7) Given the product [CH3:1][C:2]1[C:3]([CH2:14][S@:15]([C:16]2[NH:17][C:18]3[CH:24]=[CH:23][CH:22]=[CH:21][C:19]=3[N:20]=2)=[O:30])=[N:4][CH:5]=[CH:6][C:7]=1[O:8][CH2:9][C:10]([F:12])([F:11])[F:13], predict the reactants needed to synthesize it. The reactants are: [CH3:1][C:2]1[C:3]([CH2:14][S:15][C:16]2[NH:20][C:19]3[CH:21]=[CH:22][CH:23]=[CH:24][C:18]=3[N:17]=2)=[N:4][CH:5]=[CH:6][C:7]=1[O:8][CH2:9][C:10]([F:13])([F:12])[F:11].C(C(C([O-])=O)(O)C(CC)(O)C([O-])=[O:30])C.C(N(C(C)C)CC)(C)C.[O-]O.C1(C(C)C)C=CC=CC=1.S([O-])([O-])(=O)=S.[Na+].[Na+]. (8) Given the product [OH:25][C@@H:26]([CH2:27][NH:1][CH2:2][CH2:3][C:4]1[CH:5]=[CH:6][C:7]([NH:8][CH:9]2[CH2:10][CH2:11][N:12]([C:15]([C:17]3[S:18][CH:19]=[CH:20][C:21]=3[CH3:22])=[O:16])[CH2:13][CH2:14]2)=[CH:23][CH:24]=1)[CH2:28][O:29][C:30]1[C:38]2[NH:37][C:36](=[O:39])[NH:35][C:34]=2[CH:33]=[CH:32][CH:31]=1, predict the reactants needed to synthesize it. The reactants are: [NH2:1][CH2:2][CH2:3][C:4]1[CH:24]=[CH:23][C:7]([NH:8][CH:9]2[CH2:14][CH2:13][N:12]([C:15]([C:17]3[S:18][CH:19]=[CH:20][C:21]=3[CH3:22])=[O:16])[CH2:11][CH2:10]2)=[CH:6][CH:5]=1.[O:25]1[CH2:27][C@H:26]1[CH2:28][O:29][C:30]1[C:38]2[NH:37][C:36](=[O:39])[NH:35][C:34]=2[CH:33]=[CH:32][CH:31]=1. (9) Given the product [O:40]1[CH2:39][CH2:38][N:37]([C:36]2[C:31]3[N:32]([C:43]([C:44]4[CH:53]=[CH:52][C:47]([C:48]([O:50][CH3:51])=[O:49])=[CH:46][CH:45]=4)=[C:29](/[CH:27]=[CH:11]/[C:2]4[CH:3]=[CH:4][C:5]5[CH2:6][CH2:7][CH2:8][CH2:9][C:10]=5[N:1]=4)[N:30]=3)[N:33]=[CH:34][CH:35]=2)[CH2:42][CH2:41]1, predict the reactants needed to synthesize it. The reactants are: [N:1]1[C:10]2[CH2:9][CH2:8][CH2:7][CH2:6][C:5]=2[CH:4]=[CH:3][C:2]=1[CH2:11]P(=O)(OCC)OCC.N#N.[Li]CCCC.[CH:27]([C:29]1[N:30]=[C:31]2[C:36]([N:37]3[CH2:42][CH2:41][O:40][CH2:39][CH2:38]3)=[CH:35][CH:34]=[N:33][N:32]2[C:43]=1[C:44]1[CH:53]=[CH:52][C:47]([C:48]([O:50][CH3:51])=[O:49])=[CH:46][CH:45]=1)=O.